Dataset: Forward reaction prediction with 1.9M reactions from USPTO patents (1976-2016). Task: Predict the product of the given reaction. (1) Given the reactants [F:1][C:2]([F:25])([F:24])[C:3]1[CH:8]=[CH:7][C:6]([N:9]2[CH:13]=[CH:12][C:11]([C:14]3[CH:23]=[CH:22][C:17]([C:18]([O:20]C)=[O:19])=[CH:16][CH:15]=3)=[CH:10]2)=[CH:5][CH:4]=1.[OH-].[K+], predict the reaction product. The product is: [F:24][C:2]([F:1])([F:25])[C:3]1[CH:4]=[CH:5][C:6]([N:9]2[CH:13]=[CH:12][C:11]([C:14]3[CH:23]=[CH:22][C:17]([C:18]([OH:20])=[O:19])=[CH:16][CH:15]=3)=[CH:10]2)=[CH:7][CH:8]=1. (2) Given the reactants [CH3:1][NH:2][C:3]([CH:5]1[CH2:14][C:13]2[N:15]([CH3:19])[C:16]([CH3:18])=[N:17][C:12]=2[C:11]2[NH:10][C@H:9]([C:20]3[CH:25]=[CH:24][CH:23]=[CH:22][CH:21]=3)[C@@H:8]([O:26][C:27](=[O:29])[CH3:28])[C:7](=[O:30])[C:6]1=2)=[O:4].C(=O)(O)[O-].[Na+], predict the reaction product. The product is: [CH3:1][NH:2][C:3]([C:5]1[C:6]2[C:7](=[O:30])[C@H:8]([O:26][C:27](=[O:29])[CH3:28])[C@@H:9]([C:20]3[CH:21]=[CH:22][CH:23]=[CH:24][CH:25]=3)[NH:10][C:11]=2[C:12]2[N:17]=[C:16]([CH3:18])[N:15]([CH3:19])[C:13]=2[CH:14]=1)=[O:4].